Dataset: Reaction yield outcomes from USPTO patents with 853,638 reactions. Task: Predict the reaction yield, written as a fraction of the theoretical maximum amount of product (1.0 means a 100% yield; for example, 0.34 means a 34% yield). (1) The reactants are [F:1][C:2]1[CH:3]=[C:4]([C:8]2[CH:9]=[C:10]([CH3:18])[C:11]([CH3:17])=[C:12]([CH:16]=2)[C:13]([OH:15])=O)[CH:5]=[CH:6][CH:7]=1.C(Cl)(=O)C(Cl)=O.[NH2:25][C:26]1[C:27]([CH3:34])=[C:28]([OH:33])[CH:29]=[CH:30][C:31]=1[F:32].C([O-])([O-])=O.[Na+].[Na+]. The catalyst is C(Cl)Cl.C1COCC1.CN(C=O)C. The product is [F:32][C:31]1[C:26]([NH:25][C:13](=[O:15])[C:12]2[CH:16]=[C:8]([C:4]3[CH:5]=[CH:6][CH:7]=[C:2]([F:1])[CH:3]=3)[CH:9]=[C:10]([CH3:18])[C:11]=2[CH3:17])=[C:27]([CH3:34])[C:28]([OH:33])=[CH:29][CH:30]=1. The yield is 0.400. (2) The reactants are [N+:1]([C:4]1[CH:5]=[C:6]([CH:9]=[C:10]([N+:12]([O-:14])=[O:13])[CH:11]=1)[CH2:7]Cl)([O-:3])=[O:2].C[C:16]1[C:24](C)(C)[C:23]2[C:18](=[CH:19][CH:20]=[C:21]([CH2:27][C:28]([OH:30])=[O:29])[CH:22]=2)[N:17]=1.[Br-:31].[Na+].C(OCC)(=O)C. The catalyst is S1(CCCC1)(=O)=O. The product is [Br-:31].[N+:1]([C:4]1[CH:5]=[C:6]([CH:9]=[C:10]([N+:12]([O-:14])=[O:13])[CH:11]=1)[CH2:7][N+:17]1[C:18]2[C:23](=[CH:22][C:21]([CH2:27][C:28]([OH:30])=[O:29])=[CH:20][CH:19]=2)[CH2:24][CH:16]=1)([O-:3])=[O:2]. The yield is 0.540.